This data is from Full USPTO retrosynthesis dataset with 1.9M reactions from patents (1976-2016). The task is: Predict the reactants needed to synthesize the given product. (1) Given the product [Cl:11][C:12]1[CH:13]=[C:14]2[C:19](=[CH:20][CH:21]=1)[CH2:18][N:17]([C:23]1[CH:28]=[C:27]([CH3:29])[C:26]([NH:30][C:31](=[O:37])[CH2:32][C:33]([CH3:34])([CH3:35])[CH3:36])=[C:25]([CH3:38])[CH:24]=1)[CH2:16][CH2:15]2, predict the reactants needed to synthesize it. The reactants are: CNC.CC(C)([O-])C.[K+].Cl.[Cl:11][C:12]1[CH:13]=[C:14]2[C:19](=[CH:20][CH:21]=1)[CH2:18][NH:17][CH2:16][CH2:15]2.Br[C:23]1[CH:28]=[C:27]([CH3:29])[C:26]([NH:30][C:31](=[O:37])[CH2:32][C:33]([CH3:36])([CH3:35])[CH3:34])=[C:25]([CH3:38])[CH:24]=1. (2) Given the product [O:15]=[C:13]1[NH:12][C:8]2=[N:9][CH:10]=[CH:11][C:6]([O:5][C:4]3[CH:3]=[C:2]([NH:1][C:28]([C:26]4[CH:25]=[CH:24][C:23]5=[N:19][S:20][N:21]=[C:22]5[CH:27]=4)=[O:29])[CH:18]=[CH:17][CH:16]=3)=[C:7]2[NH:14]1, predict the reactants needed to synthesize it. The reactants are: [NH2:1][C:2]1[CH:3]=[C:4]([CH:16]=[CH:17][CH:18]=1)[O:5][C:6]1[CH:11]=[CH:10][N:9]=[C:8]2[NH:12][C:13](=[O:15])[NH:14][C:7]=12.[N:19]1[S:20][N:21]=[C:22]2[CH:27]=[C:26]([C:28](Cl)=[O:29])[CH:25]=[CH:24][C:23]=12. (3) Given the product [CH:6]1[C:5]([Cl:8])=[CH:4][C:3]2[C@:9]([C:10]([F:13])([F:11])[F:12])([C:14]#[C:15][CH:16]3[CH2:18][CH2:17]3)[O:19][C:20]([NH:1][C:2]=2[CH:7]=1)=[O:21], predict the reactants needed to synthesize it. The reactants are: [NH2:1][C:2]1[CH:7]=[CH:6][C:5]([Cl:8])=[CH:4][C:3]=1[C@@:9]([OH:19])([C:14]#[C:15][CH:16]1[CH2:18][CH2:17]1)[C:10]([F:13])([F:12])[F:11].[C:20](=O)(O)[O-:21].[K+].ClC(Cl)(OC(=O)OC(Cl)(Cl)Cl)Cl. (4) Given the product [F:37][C:34]([CH3:36])([CH3:35])[CH2:33][CH2:32][CH:4]([C:1](=[S:47])[NH2:2])[CH2:5][CH:6]([O:28][C:29](=[O:31])[CH3:30])[CH:7]([NH:15][C:16]([C:18]1[CH:27]=[N:26][C:25]2[C:20](=[CH:21][CH:22]=[CH:23][CH:24]=2)[N:19]=1)=[O:17])[CH2:8][C:9]1[CH:14]=[CH:13][CH:12]=[CH:11][CH:10]=1, predict the reactants needed to synthesize it. The reactants are: [C:1]([CH:4]([CH2:32][CH2:33][C:34]([F:37])([CH3:36])[CH3:35])[CH2:5][CH:6]([O:28][C:29](=[O:31])[CH3:30])[CH:7]([NH:15][C:16]([C:18]1[CH:27]=[N:26][C:25]2[C:20](=[CH:21][CH:22]=[CH:23][CH:24]=2)[N:19]=1)=[O:17])[CH2:8][C:9]1[CH:14]=[CH:13][CH:12]=[CH:11][CH:10]=1)(=O)[NH2:2].COC1C=CC(P2(SP(C3C=CC(OC)=CC=3)(=S)S2)=[S:47])=CC=1. (5) Given the product [CH:13]1([CH2:12][O:1][C:2]2[CH:3]=[C:4]([C:8](=[O:10])[CH3:9])[CH:5]=[CH:6][CH:7]=2)[CH2:18][CH2:17][CH2:16][CH2:15][CH2:14]1, predict the reactants needed to synthesize it. The reactants are: [OH:1][C:2]1[CH:3]=[C:4]([C:8](=[O:10])[CH3:9])[CH:5]=[CH:6][CH:7]=1.Br[CH2:12][CH:13]1[CH2:18][CH2:17][CH2:16][CH2:15][CH2:14]1. (6) Given the product [CH2:30]([C:7]1([C:1]2[CH:6]=[CH:5][CH:4]=[CH:3][CH:2]=2)[CH2:12][CH2:11][CH2:10][CH2:9][C:8]1=[O:13])[CH:29]=[CH2:28], predict the reactants needed to synthesize it. The reactants are: [C:1]1([CH:7]2[CH2:12][CH2:11][CH2:10][CH2:9][C:8]2=[O:13])[CH:6]=[CH:5][CH:4]=[CH:3][CH:2]=1.C[Si]([N-][Si](C)(C)C)(C)C.[Na+].C(O[CH2:28][CH:29]=[CH2:30])(=O)C. (7) The reactants are: [O-:1][C:2]#[N:3].[Na+].[CH3:5][O:6][C:7]1[CH:8]=[C:9]2[C:14](=[CH:15][C:16]=1[O:17][CH3:18])[C:13]1=[CH:19][C:20](=[N:27][C:28]3[C:33]([CH3:34])=[CH:32][C:31]([CH3:35])=[CH:30][C:29]=3[CH3:36])[N:21]([CH2:24][CH2:25][NH2:26])[C:22](=[O:23])[N:12]1[CH2:11][CH2:10]2.Cl.[OH-].[Na+]. Given the product [CH3:5][O:6][C:7]1[CH:8]=[C:9]2[C:14](=[CH:15][C:16]=1[O:17][CH3:18])[C:13]1=[CH:19][C:20](=[N:27][C:28]3[C:29]([CH3:36])=[CH:30][C:31]([CH3:35])=[CH:32][C:33]=3[CH3:34])[N:21]([CH2:24][CH2:25][NH:26][C:2](=[O:1])[NH2:3])[C:22](=[O:23])[N:12]1[CH2:11][CH2:10]2, predict the reactants needed to synthesize it. (8) Given the product [C:36]([O:35][C:33](=[O:32])[NH:22][C@H:18]1[CH2:19][CH2:20][CH2:21][C:16]([F:24])([F:15])[C@@H:17]1[NH2:23])([CH3:39])([CH3:38])[CH3:37], predict the reactants needed to synthesize it. The reactants are: FC(F)(F)C([O-])=O.FC(F)(F)C([O-])=O.[F:15][C:16]1([F:24])[CH2:21][CH2:20][CH2:19][C@H:18]([NH3+:22])[C@H:17]1[NH3+:23].C(N(CC)CC)C.[O:32](C(OC(C)(C)C)=O)[C:33]([O:35][C:36]([CH3:39])([CH3:38])[CH3:37])=O. (9) Given the product [NH2:1][CH:2]([CH2:3][C:4]1[C:12]2[C:7](=[CH:8][CH:9]=[CH:10][CH:11]=2)[NH:6][CH:5]=1)[CH2:13][OH:14], predict the reactants needed to synthesize it. The reactants are: [NH2:1][C@H:2]([C:13](O)=[O:14])[CH2:3][C:4]1[C:12]2[C:7](=[CH:8][CH:9]=[CH:10][CH:11]=2)[NH:6][CH:5]=1. (10) Given the product [Cl:1][C:2]1[N:7]=[C:6]([CH2:23][C:22]2[CH:25]=[CH:26][C:19]([Cl:18])=[CH:20][CH:21]=2)[CH:5]=[C:4]([C:9]([CH3:16])([O:11][Si:12]([CH3:15])([CH3:14])[CH3:13])[CH3:10])[N:3]=1, predict the reactants needed to synthesize it. The reactants are: [Cl:1][C:2]1[N:7]=[C:6](Cl)[CH:5]=[C:4]([C:9]([CH3:16])([O:11][Si:12]([CH3:15])([CH3:14])[CH3:13])[CH3:10])[N:3]=1.[Cl-].[Cl:18][C:19]1[CH:26]=[CH:25][C:22]([CH2:23][Zn+])=[CH:21][CH:20]=1.[Cl-].[NH4+].